Predict which catalyst facilitates the given reaction. From a dataset of Catalyst prediction with 721,799 reactions and 888 catalyst types from USPTO. Reactant: [NH2:1][C:2]1[CH:3]=[N:4][CH:5]=[CH:6][C:7]=1[N:8]1[CH2:13][C@H:12]([CH3:14])[C@@H:11]([O:15][Si:16]([C:19]([CH3:22])([CH3:21])[CH3:20])([CH3:18])[CH3:17])[C@H:10]([NH:23][C:24](=[O:30])[O:25][C:26]([CH3:29])([CH3:28])[CH3:27])[CH2:9]1.[CH:31]1([C:34]2[O:45][C:37]3=[N:38][C:39]([C:42](O)=[O:43])=[CH:40][CH:41]=[C:36]3[CH:35]=2)[CH2:33][CH2:32]1.CCN(C(C)C)C(C)C.CN(C(ON1N=NC2C=CC=NC1=2)=[N+](C)C)C.F[P-](F)(F)(F)(F)F. Product: [Si:16]([O:15][C@@H:11]1[C@@H:12]([CH3:14])[CH2:13][N:8]([C:7]2[CH:6]=[CH:5][N:4]=[CH:3][C:2]=2[NH:1][C:42]([C:39]2[N:38]=[C:37]3[O:45][C:34]([CH:31]4[CH2:32][CH2:33]4)=[CH:35][C:36]3=[CH:41][CH:40]=2)=[O:43])[CH2:9][C@H:10]1[NH:23][C:24](=[O:30])[O:25][C:26]([CH3:29])([CH3:28])[CH3:27])([C:19]([CH3:22])([CH3:21])[CH3:20])([CH3:18])[CH3:17]. The catalyst class is: 18.